The task is: Predict the reactants needed to synthesize the given product.. This data is from Full USPTO retrosynthesis dataset with 1.9M reactions from patents (1976-2016). Given the product [N:14]1[N:13]2[CH2:15][CH2:16][CH2:17][C:12]2=[CH:11][C:10]=1[CH2:8][OH:7], predict the reactants needed to synthesize it. The reactants are: CO.[Li+].[BH4-].C([O:7][C:8]([C:10]1[CH:11]=[C:12]2[CH2:17][CH2:16][CH2:15][N:13]2[N:14]=1)=O)C.